From a dataset of Catalyst prediction with 721,799 reactions and 888 catalyst types from USPTO. Predict which catalyst facilitates the given reaction. Reactant: O=[C:2]([C:8]1[CH:13]=[CH:12][C:11]([O:14][C:15]([F:18])([F:17])[F:16])=[CH:10][CH:9]=1)[CH2:3][C:4](OC)=[O:5].S([O-])([O-])(=O)=O.[CH3:24][NH2+:25][NH3+:26].C(N(CC)CC)C. Product: [CH3:24][N:25]1[C:4]([OH:5])=[CH:3][C:2]([C:8]2[CH:13]=[CH:12][C:11]([O:14][C:15]([F:18])([F:17])[F:16])=[CH:10][CH:9]=2)=[N:26]1. The catalyst class is: 8.